Dataset: CYP2C9 inhibition data for predicting drug metabolism from PubChem BioAssay. Task: Regression/Classification. Given a drug SMILES string, predict its absorption, distribution, metabolism, or excretion properties. Task type varies by dataset: regression for continuous measurements (e.g., permeability, clearance, half-life) or binary classification for categorical outcomes (e.g., BBB penetration, CYP inhibition). Dataset: cyp2c9_veith. (1) The compound is O=C(CSc1nc2ccccc2[nH]1)NCCN1CCCCC1. The result is 0 (non-inhibitor). (2) The molecule is COC(=O)[C@@]1(Cc2ccc(F)cc2)[C@H]2c3cc(C(=O)N(C)C)n(Cc4ccc(Cl)c(C(F)(F)F)c4)c3C[C@H]2CN1C(=O)c1ccccc1. The result is 1 (inhibitor). (3) The drug is C=CCN(CC=C)C(=S)Nc1ccccc1. The result is 0 (non-inhibitor). (4) The drug is COCCn1c(=O)c(-c2ccc(Cl)cc2)nc2cnc(Oc3cccc(Cl)c3)nc21. The result is 1 (inhibitor). (5) The molecule is Cc1cc(C(=O)Nc2c(C)n(C)n(-c3ccccc3)c2=O)c2ccccc2n1. The result is 0 (non-inhibitor). (6) The molecule is C/C(=N/O)[C@@H]1C[C@H](CC(=O)O)C1(C)C. The result is 0 (non-inhibitor). (7) The molecule is COc1ccccc1C(=O)N1CCN(c2ccccn2)CC1. The result is 1 (inhibitor).